From a dataset of Blood-brain barrier permeability classification from the B3DB database. Regression/Classification. Given a drug SMILES string, predict its absorption, distribution, metabolism, or excretion properties. Task type varies by dataset: regression for continuous measurements (e.g., permeability, clearance, half-life) or binary classification for categorical outcomes (e.g., BBB penetration, CYP inhibition). Dataset: b3db_classification. (1) The drug is Cc1nc(N)ncc1C(=O)N1CC[C@@H]1c1ccc(F)cc1. The result is 1 (penetrates BBB). (2) The compound is Cc1nnc(SCC2=C(C(=O)O)N3C(=O)C(NC(=O)C(O)c4ccccc4)C3SC2)s1. The result is 0 (does not penetrate BBB). (3) The compound is Cc1ccc2c(c1)C1CN(C)CCC1N2. The result is 1 (penetrates BBB). (4) The compound is CN=C(NC)NCc1ccccc1. The result is 0 (does not penetrate BBB). (5) The molecule is O=C(N[C@H](CO)[C@@H](O)c1ccc([N+](=O)[O-])cc1)C(Cl)Cl. The result is 1 (penetrates BBB). (6) The drug is C=CCN1C[C@@H](C(=O)N(CCCN(C)C)C(=O)NCC)C[C@H]2c3cccc4[nH]cc(c34)C[C@@H]21. The result is 1 (penetrates BBB).